From a dataset of Full USPTO retrosynthesis dataset with 1.9M reactions from patents (1976-2016). Predict the reactants needed to synthesize the given product. (1) Given the product [CH:1]1([C:2]2[CH:24]=[C:5]3[N:6]=[C:7]([C:16]4[CH:23]=[CH:22][C:19]([CH:20]=[O:21])=[CH:18][CH:17]=4)[C:8]([C:10]4[CH:11]=[CH:12][CH:13]=[CH:14][CH:15]=4)=[CH:9][N:4]3[N:3]=2)[CH2:26][CH2:25]1, predict the reactants needed to synthesize it. The reactants are: [CH3:1][C:2]1[CH:24]=[C:5]2[N:6]=[C:7]([C:16]3[CH:23]=[CH:22][C:19]([CH:20]=[O:21])=[CH:18][CH:17]=3)[C:8]([C:10]3[CH:15]=[CH:14][CH:13]=[CH:12][CH:11]=3)=[CH:9][N:4]2[N:3]=1.[CH:25]1(C2C=C(N)NN=2)C[CH2:26]1. (2) Given the product [CH3:21][C:16]1[CH:17]=[C:18]([CH3:20])[N:19]=[C:14]([N:9]2[CH2:10][CH2:11][C:6]3([C:1](=[O:12])[NH:2][CH2:3][CH2:4][CH2:5]3)[CH2:7][CH2:8]2)[N:15]=1, predict the reactants needed to synthesize it. The reactants are: [C:1]1(=[O:12])[C:6]2([CH2:11][CH2:10][NH:9][CH2:8][CH2:7]2)[CH2:5][CH2:4][CH2:3][NH:2]1.Cl[C:14]1[N:19]=[C:18]([CH3:20])[CH:17]=[C:16]([CH3:21])[N:15]=1.CCN(C(C)C)C(C)C. (3) Given the product [NH2:13][C:12]([NH:1][C:2]1[CH:6]=[CH:5][S:4][C:3]=1[C:7]([O:9][CH3:10])=[O:8])=[O:11], predict the reactants needed to synthesize it. The reactants are: [NH2:1][C:2]1[CH:6]=[CH:5][S:4][C:3]=1[C:7]([O:9][CH3:10])=[O:8].[O-:11][C:12]#[N:13].[K+]. (4) Given the product [CH2:1]([O:8][CH2:12][C:13]([OH:15])=[O:14])[C:2]1[CH:7]=[CH:6][CH:5]=[CH:4][CH:3]=1, predict the reactants needed to synthesize it. The reactants are: [CH2:1]([OH:8])[C:2]1[CH:7]=[CH:6][CH:5]=[CH:4][CH:3]=1.[H-].[Na+].Br[CH2:12][C:13]([OH:15])=[O:14].O. (5) Given the product [CH2:1]([O:8][C:9]1[CH:14]=[CH:13][C:12]([CH:29]=[O:30])=[CH:11][C:10]=1[CH:16]1[CH2:20][CH2:19][CH2:18][CH2:17]1)[C:2]1[CH:7]=[CH:6][CH:5]=[CH:4][CH:3]=1, predict the reactants needed to synthesize it. The reactants are: [CH2:1]([O:8][C:9]1[CH:14]=[CH:13][C:12](Br)=[CH:11][C:10]=1[CH:16]1[CH2:20][CH2:19][CH2:18][CH2:17]1)[C:2]1[CH:7]=[CH:6][CH:5]=[CH:4][CH:3]=1.[Li]CCCC.CN([CH:29]=[O:30])C.Cl.